Task: Predict the product of the given reaction.. Dataset: Forward reaction prediction with 1.9M reactions from USPTO patents (1976-2016) Given the reactants C=O.[Cl-].[Mg+2].[Cl-].[Br:6][C:7]1[CH:12]=[C:11]([S:13][CH3:14])[CH:10]=[CH:9][C:8]=1[OH:15].C[CH2:17][O:18]CC, predict the reaction product. The product is: [Br:6][C:7]1[C:8]([OH:15])=[C:9]([CH:10]=[C:11]([S:13][CH3:14])[CH:12]=1)[CH:17]=[O:18].